Dataset: CYP1A2 inhibition data for predicting drug metabolism from PubChem BioAssay. Task: Regression/Classification. Given a drug SMILES string, predict its absorption, distribution, metabolism, or excretion properties. Task type varies by dataset: regression for continuous measurements (e.g., permeability, clearance, half-life) or binary classification for categorical outcomes (e.g., BBB penetration, CYP inhibition). Dataset: cyp1a2_veith. The compound is O=C(COc1ccccc1-c1ccccc1)N/N=C/c1cccc2ccccc12. The result is 1 (inhibitor).